From a dataset of Reaction yield outcomes from USPTO patents with 853,638 reactions. Predict the reaction yield, written as a fraction of the theoretical maximum amount of product (1.0 means a 100% yield; for example, 0.34 means a 34% yield). (1) The reactants are Cl[C:2]1[C:11]2[N:12]=[CH:13][O:14][C:10]=2[C:9]2[CH:8]=[C:7]([Cl:15])[CH:6]=[CH:5][C:4]=2[N:3]=1.[CH3:16][N:17]1[CH2:22][CH2:21][NH:20][CH2:19][CH2:18]1.CCN(CC)CC. The catalyst is CCO. The product is [Cl:15][C:7]1[CH:6]=[CH:5][C:4]2[N:3]=[C:2]([N:20]3[CH2:21][CH2:22][N:17]([CH3:16])[CH2:18][CH2:19]3)[C:11]3[N:12]=[CH:13][O:14][C:10]=3[C:9]=2[CH:8]=1. The yield is 0.250. (2) The reactants are [Si]([O:8][C@@H:9]1[CH2:13][C@@H:12]([NH:14][C:15]2[CH:20]=[C:19]([NH:21][C@H:22]3[C:30]4[C:25](=[CH:26][CH:27]=[CH:28][CH:29]=4)[CH2:24][C@H:23]3[O:31][CH3:32])[N:18]=[CH:17][N:16]=2)[CH2:11][C@@H:10]1[CH2:33][OH:34])(C(C)(C)C)(C)C.N1C=CC=CC=1.Cl[S:42]([NH2:45])(=[O:44])=[O:43]. The catalyst is C(#N)C. The product is [S:42](=[O:44])(=[O:43])([O:34][CH2:33][C@H:10]1[CH2:11][C@H:12]([NH:14][C:15]2[CH:20]=[C:19]([NH:21][C@H:22]3[C:30]4[C:25](=[CH:26][CH:27]=[CH:28][CH:29]=4)[CH2:24][C@H:23]3[O:31][CH3:32])[N:18]=[CH:17][N:16]=2)[CH2:13][C@H:9]1[OH:8])[NH2:45]. The yield is 0.570. (3) The reactants are Br[C:2]1[CH:11]=[C:10]2[C:5]([CH:6]=[CH:7][N:8]=[C:9]2[N:12]2[CH2:17][CH2:16][N:15]([C:18]([O:20][C:21]([CH3:24])([CH3:23])[CH3:22])=[O:19])[CH2:14][CH2:13]2)=[CH:4][CH:3]=1.[CH3:25][C:26]1[CH:27]=[C:28]([SH:33])[CH:29]=[CH:30][C:31]=1[CH3:32]. The catalyst is CCCCO.C1C=CC([P]([Pd]([P](C2C=CC=CC=2)(C2C=CC=CC=2)C2C=CC=CC=2)([P](C2C=CC=CC=2)(C2C=CC=CC=2)C2C=CC=CC=2)[P](C2C=CC=CC=2)(C2C=CC=CC=2)C2C=CC=CC=2)(C2C=CC=CC=2)C2C=CC=CC=2)=CC=1. The product is [C:21]([O:20][C:18]([N:15]1[CH2:16][CH2:17][N:12]([C:9]2[C:10]3[C:5](=[CH:4][CH:3]=[C:2]([S:33][C:28]4[CH:29]=[CH:30][C:31]([CH3:32])=[C:26]([CH3:25])[CH:27]=4)[CH:11]=3)[CH:6]=[CH:7][N:8]=2)[CH2:13][CH2:14]1)=[O:19])([CH3:24])([CH3:23])[CH3:22]. The yield is 0.440.